From a dataset of Full USPTO retrosynthesis dataset with 1.9M reactions from patents (1976-2016). Predict the reactants needed to synthesize the given product. (1) Given the product [F:43][C:40]1[CH:41]=[CH:42][C:2]([NH:1][C:49](=[O:50])[CH2:48][CH2:47][CH2:46][O:45][CH3:44])=[C:3]([CH:39]=1)[CH2:4][O:5][CH:6]1[CH:11]([C:12]2[CH:17]=[CH:16][C:15]([O:18][CH2:19][CH2:20][CH2:21][O:22][CH2:23][C:24]3[CH:29]=[CH:28][CH:27]=[CH:26][C:25]=3[O:30][CH3:31])=[CH:14][CH:13]=2)[CH2:10][CH2:9][N:8]([C:32]([O:34][C:35]([CH3:37])([CH3:38])[CH3:36])=[O:33])[CH2:7]1, predict the reactants needed to synthesize it. The reactants are: [NH2:1][C:2]1[CH:42]=[CH:41][C:40]([F:43])=[CH:39][C:3]=1[CH2:4][O:5][CH:6]1[CH:11]([C:12]2[CH:17]=[CH:16][C:15]([O:18][CH2:19][CH2:20][CH2:21][O:22][CH2:23][C:24]3[CH:29]=[CH:28][CH:27]=[CH:26][C:25]=3[O:30][CH3:31])=[CH:14][CH:13]=2)[CH2:10][CH2:9][N:8]([C:32]([O:34][C:35]([CH3:38])([CH3:37])[CH3:36])=[O:33])[CH2:7]1.[CH3:44][O:45][CH2:46][CH2:47][CH2:48][C:49](Cl)=[O:50]. (2) Given the product [C:25]([NH:24][CH2:23][CH2:22][C:21]([C:18]1[CH:17]=[CH:16][C:15]([NH:14][C:6](=[O:7])[C:5]2[CH:9]=[CH:10][C:11]([O:12][CH3:13])=[C:3]([O:2][CH3:1])[CH:4]=2)=[CH:20][CH:19]=1)([CH3:29])[CH3:28])(=[O:27])[CH3:26], predict the reactants needed to synthesize it. The reactants are: [CH3:1][O:2][C:3]1[CH:4]=[C:5]([CH:9]=[CH:10][C:11]=1[O:12][CH3:13])[C:6](Cl)=[O:7].[NH2:14][C:15]1[CH:20]=[CH:19][C:18]([C:21]([CH3:29])([CH3:28])[CH2:22][CH2:23][NH:24][C:25](=[O:27])[CH3:26])=[CH:17][CH:16]=1. (3) Given the product [F:27][C:28]1[CH:29]=[C:30]([CH:33]=[CH:34][C:35]=1[F:36])[CH2:31][N:11]1[C:12]2[N:13]=[C:3]([S:2][CH3:1])[N:4]=[CH:5][C:6]=2[C:7]2=[N:20][N:19]=[N:18][N:8]2[C:9]2[CH:17]=[CH:16][CH:15]=[CH:14][C:10]1=2, predict the reactants needed to synthesize it. The reactants are: [CH3:1][S:2][C:3]1[N:4]=[CH:5][C:6]2[C:7]3[N:8]([N:18]=[N:19][N:20]=3)[C:9]3[CH:17]=[CH:16][CH:15]=[CH:14][C:10]=3[NH:11][C:12]=2[N:13]=1.CC([O-])(C)C.[K+].[F:27][C:28]1[CH:29]=[C:30]([CH:33]=[CH:34][C:35]=1[F:36])[CH2:31]Br. (4) Given the product [Cl:29][CH2:30][C:31]([N:17]1[CH2:16][CH2:15][C:8]2[C:9]3[C:10]([N:6]([CH2:5][C:4]4[CH:19]=[CH:20][CH:21]=[C:2]([F:1])[CH:3]=4)[C:7]=2[CH2:18]1)=[N:11][CH:12]=[CH:13][CH:14]=3)=[O:32], predict the reactants needed to synthesize it. The reactants are: [F:1][C:2]1[CH:3]=[C:4]([CH:19]=[CH:20][CH:21]=1)[CH2:5][N:6]1[C:10]2=[N:11][CH:12]=[CH:13][CH:14]=[C:9]2[C:8]2[CH2:15][CH2:16][NH:17][CH2:18][C:7]1=2.C(N(CC)CC)C.[Cl:29][CH2:30][C:31](Cl)=[O:32].C(=O)(O)[O-].[Na+].